Dataset: Reaction yield outcomes from USPTO patents with 853,638 reactions. Task: Predict the reaction yield, written as a fraction of the theoretical maximum amount of product (1.0 means a 100% yield; for example, 0.34 means a 34% yield). (1) The reactants are [NH2:1][C:2]1[CH:7]=[CH:6][C:5]([CH:8]([CH3:20])[C:9]([NH:11][C:12]2[CH:16]=[C:15]([CH:17]3[CH2:19][CH2:18]3)[NH:14][N:13]=2)=[O:10])=[CH:4][CH:3]=1.[Cl:21][CH2:22][CH2:23][O:24][C:25](Cl)=[O:26]. The catalyst is N1C=CC=CC=1. The product is [Cl:21][CH2:22][CH2:23][O:24][C:25]([NH:1][C:2]1[CH:3]=[CH:4][C:5]([CH:8]([CH3:20])[C:9]([NH:11][C:12]2[N:13]([C:25]([O:24][CH2:23][CH2:22][Cl:21])=[O:26])[N:14]=[C:15]([CH:17]3[CH2:19][CH2:18]3)[CH:16]=2)=[O:10])=[CH:6][CH:7]=1)=[O:26]. The yield is 0.820. (2) The reactants are [F:1][C:2]1[CH:7]=[C:6](I)[CH:5]=[CH:4][C:3]=1[N:9]1[CH:14]=[C:13]([O:15][CH3:16])[C:12](=[O:17])[C:11]([C:18]2[N:22]([C:23]3[CH:28]=[CH:27][CH:26]=[CH:25][CH:24]=3)[N:21]=[CH:20][CH:19]=2)=[N:10]1.Cl.[F:30][C:31]([F:38])([F:37])[CH:32]1[CH2:36][CH2:35][NH:34][CH2:33]1.CC([O-])(C)C.[Na+].CC1(C)C2C(=C(P(C3C=CC=CC=3)C3C=CC=CC=3)C=CC=2)OC2C(P(C3C=CC=CC=3)C3C=CC=CC=3)=CC=CC1=2. The catalyst is O1CCOCC1.C1C=CC(/C=C/C(/C=C/C2C=CC=CC=2)=O)=CC=1.C1C=CC(/C=C/C(/C=C/C2C=CC=CC=2)=O)=CC=1.C1C=CC(/C=C/C(/C=C/C2C=CC=CC=2)=O)=CC=1.[Pd].[Pd]. The product is [F:1][C:2]1[CH:7]=[C:6]([N:34]2[CH2:35][CH2:36][CH:32]([C:31]([F:38])([F:37])[F:30])[CH2:33]2)[CH:5]=[CH:4][C:3]=1[N:9]1[CH:14]=[C:13]([O:15][CH3:16])[C:12](=[O:17])[C:11]([C:18]2[N:22]([C:23]3[CH:28]=[CH:27][CH:26]=[CH:25][CH:24]=3)[N:21]=[CH:20][CH:19]=2)=[N:10]1. The yield is 0.450.